Dataset: Full USPTO retrosynthesis dataset with 1.9M reactions from patents (1976-2016). Task: Predict the reactants needed to synthesize the given product. (1) Given the product [Cl:15][C:16]1[N:21]=[C:20]([NH:22][C:12]([C:9]2([C:6]3[CH:7]=[CH:8][C:3]([O:2][CH3:1])=[CH:4][CH:5]=3)[CH2:11][CH2:10]2)=[O:13])[CH:19]=[CH:18][C:17]=1[CH3:23], predict the reactants needed to synthesize it. The reactants are: [CH3:1][O:2][C:3]1[CH:8]=[CH:7][C:6]([C:9]2([C:12](Cl)=[O:13])[CH2:11][CH2:10]2)=[CH:5][CH:4]=1.[Cl:15][C:16]1[N:21]=[C:20]([NH2:22])[CH:19]=[CH:18][C:17]=1[CH3:23].CCN(CC)CC. (2) Given the product [Cl:1][C:2]1[CH:7]=[C:6]([C:8]2[NH:28][C:26](=[O:27])[C:25]3[C:24](=[CH:32][C:31]([O:33][CH3:34])=[CH:30][C:29]=3[O:35][CH3:36])[N:23]=2)[CH:5]=[C:4]([N:10]2[CH2:11][CH2:12][NH:13][CH2:14][CH2:15]2)[CH:3]=1, predict the reactants needed to synthesize it. The reactants are: [Cl:1][C:2]1[CH:3]=[C:4]([N:10]2[CH2:15][CH2:14][N:13](C(OC(C)(C)C)=O)[CH2:12][CH2:11]2)[CH:5]=[C:6]([CH:8]=O)[CH:7]=1.[NH2:23][C:24]1[CH:32]=[C:31]([O:33][CH3:34])[CH:30]=[C:29]([O:35][CH3:36])[C:25]=1[C:26]([NH2:28])=[O:27].CC1C=CC(S(O)(=O)=O)=CC=1.OS([O-])=O.[Na+].FC(F)(F)C(O)=O. (3) Given the product [C:4]12[C:7](=[O:8])[C:6](=[O:11])[C:5]=1[NH:17][CH2:16][CH2:15][CH2:14][NH:13]2, predict the reactants needed to synthesize it. The reactants are: [CH2:7]([O:8][C:4]1[C:5](=[O:11])[C:6](=[O:11])[C:7]=1[O:8][CH2:4][CH3:5])[CH3:6].[NH2:13][CH2:14][CH2:15][CH2:16][NH2:17]. (4) Given the product [C:1]([O:5][C:6](=[O:25])[NH:7][CH2:8][C:9]1[CH:10]=[CH:11][C:12]2[CH:16]=[C:15]([C:17]3[CH:22]=[CH:21][N:20]=[C:19]([NH:26][CH2:27][CH2:28][CH2:29][N:30]4[CH2:31][CH2:32][N:33]([CH3:36])[CH2:34][CH2:35]4)[N:18]=3)[S:14][C:13]=2[CH:24]=1)([CH3:4])([CH3:3])[CH3:2], predict the reactants needed to synthesize it. The reactants are: [C:1]([O:5][C:6](=[O:25])[NH:7][CH2:8][C:9]1[CH:10]=[CH:11][C:12]2[CH:16]=[C:15]([C:17]3[CH:22]=[CH:21][N:20]=[C:19](Cl)[N:18]=3)[S:14][C:13]=2[CH:24]=1)([CH3:4])([CH3:3])[CH3:2].[NH2:26][CH2:27][CH2:28][CH2:29][N:30]1[CH2:35][CH2:34][N:33]([CH3:36])[CH2:32][CH2:31]1.